This data is from Full USPTO retrosynthesis dataset with 1.9M reactions from patents (1976-2016). The task is: Predict the reactants needed to synthesize the given product. (1) Given the product [CH2:12]([C:14]1[O:18][C:17]([CH2:19][CH2:20][NH:21][C:22]([NH:24][C:25]2[S:26][C:27]([C:31]3[CH:36]=[C:35]([CH3:37])[N:34]=[C:33]([O:11][CH2:10][CH2:9][N:3]4[CH2:8][CH2:7][O:6][CH2:5][CH2:4]4)[N:32]=3)=[C:28]([CH3:30])[N:29]=2)=[O:23])=[N:16][CH:15]=1)[CH3:13], predict the reactants needed to synthesize it. The reactants are: [H-].[Na+].[N:3]1([CH2:9][CH2:10][OH:11])[CH2:8][CH2:7][O:6][CH2:5][CH2:4]1.[CH2:12]([C:14]1[O:18][C:17]([CH2:19][CH2:20][NH:21][C:22]([NH:24][C:25]2[S:26][C:27]([C:31]3[CH:36]=[C:35]([CH3:37])[N:34]=[C:33](S(C)=O)[N:32]=3)=[C:28]([CH3:30])[N:29]=2)=[O:23])=[N:16][CH:15]=1)[CH3:13]. (2) Given the product [CH2:1]([O:8][C:9]([N:11]1[CH:16]([CH3:17])[CH2:15][N:14]([CH2:23][C:24]2[CH:33]=[C:32]3[C:27]([C:28]([Cl:34])=[CH:29][CH:30]=[N:31]3)=[CH:26][CH:25]=2)[C:13](=[O:18])[C@@H:12]1[CH3:19])=[O:10])[C:2]1[CH:3]=[CH:4][CH:5]=[CH:6][CH:7]=1, predict the reactants needed to synthesize it. The reactants are: [CH2:1]([O:8][C:9]([N:11]1[CH:16]([CH3:17])[CH2:15][NH:14][C:13](=[O:18])[C@@H:12]1[CH3:19])=[O:10])[C:2]1[CH:7]=[CH:6][CH:5]=[CH:4][CH:3]=1.[H-].[Na+].Br[CH2:23][C:24]1[CH:33]=[C:32]2[C:27]([C:28]([Cl:34])=[CH:29][CH:30]=[N:31]2)=[CH:26][CH:25]=1.C(OCC)(=O)C.